Dataset: Forward reaction prediction with 1.9M reactions from USPTO patents (1976-2016). Task: Predict the product of the given reaction. (1) Given the reactants [CH2:1]([O:15][CH:16]([CH2:29][O:30][CH2:31][CH2:32][CH2:33][CH2:34][CH2:35][CH2:36][CH2:37][CH2:38][CH2:39][CH2:40][CH2:41][CH2:42][CH2:43][CH3:44])[CH2:17]N1C(=O)C2=CC=CC=C2C1=O)[CH2:2][CH2:3][CH2:4][CH2:5][CH2:6][CH2:7][CH2:8][CH2:9][CH2:10][CH2:11][CH2:12][CH2:13][CH3:14].O.[NH2:46]N, predict the reaction product. The product is: [CH2:31]([O:30][CH:29]([NH2:46])[CH:16]([O:15][CH2:1][CH2:2][CH2:3][CH2:4][CH2:5][CH2:6][CH2:7][CH2:8][CH2:9][CH2:10][CH2:11][CH2:12][CH2:13][CH3:14])[CH3:17])[CH2:32][CH2:33][CH2:34][CH2:35][CH2:36][CH2:37][CH2:38][CH2:39][CH2:40][CH2:41][CH2:42][CH2:43][CH3:44]. (2) Given the reactants Cl.[CH3:2][N:3]1[CH2:8][CH2:7][N:6]([C:9]2[CH:17]=[CH:16][C:12]([C:13]([OH:15])=O)=[C:11]([N:18]([CH:25]3[CH2:30][CH2:29][O:28][CH2:27][CH2:26]3)C(=O)C(F)(F)F)[CH:10]=2)[CH2:5][CH2:4]1.CN(C=O)C.C(Cl)(=O)C(Cl)=O.[F:42][C:43]1[CH:60]=[CH:59][C:58]([F:61])=[CH:57][C:44]=1[CH2:45][O:46][C:47]1[CH:48]=[C:49]2[C:53](=[CH:54][CH:55]=1)[NH:52][N:51]=[C:50]2[NH2:56], predict the reaction product. The product is: [F:42][C:43]1[CH:60]=[CH:59][C:58]([F:61])=[CH:57][C:44]=1[CH2:45][O:46][C:47]1[CH:48]=[C:49]2[C:53](=[CH:54][CH:55]=1)[NH:52][N:51]=[C:50]2[NH:56][C:13](=[O:15])[C:12]1[CH:16]=[CH:17][C:9]([N:6]2[CH2:7][CH2:8][N:3]([CH3:2])[CH2:4][CH2:5]2)=[CH:10][C:11]=1[NH:18][CH:25]1[CH2:26][CH2:27][O:28][CH2:29][CH2:30]1. (3) The product is: [C:41]([NH:40][C:36]1[CH:35]=[C:34]([C:2]#[C:1][C:3]2[N:7]3[CH:8]=[C:9]([C:12]4[CH:13]=[CH:14][C:15]([C:16]([N:18]5[CH2:23][CH2:22][N:21]([C:24]([O:26][C:27]([CH3:28])([CH3:29])[CH3:30])=[O:25])[CH2:20][CH2:19]5)=[O:17])=[CH:31][CH:32]=4)[CH:10]=[CH:11][C:6]3=[N:5][CH:4]=2)[CH:39]=[CH:38][N:37]=1)(=[O:43])[CH3:42]. Given the reactants [C:1]([C:3]1[N:7]2[CH:8]=[C:9]([C:12]3[CH:32]=[CH:31][C:15]([C:16]([N:18]4[CH2:23][CH2:22][N:21]([C:24]([O:26][C:27]([CH3:30])([CH3:29])[CH3:28])=[O:25])[CH2:20][CH2:19]4)=[O:17])=[CH:14][CH:13]=3)[CH:10]=[CH:11][C:6]2=[N:5][CH:4]=1)#[CH:2].Br[C:34]1[CH:39]=[CH:38][N:37]=[C:36]([NH:40][C:41](=[O:43])[CH3:42])[CH:35]=1, predict the reaction product.